From a dataset of Peptide-MHC class I binding affinity with 185,985 pairs from IEDB/IMGT. Regression. Given a peptide amino acid sequence and an MHC pseudo amino acid sequence, predict their binding affinity value. This is MHC class I binding data. (1) The peptide sequence is LSSNLSWLSL. The MHC is Patr-B0101 with pseudo-sequence Patr-B0101. The binding affinity (normalized) is 0.600. (2) The binding affinity (normalized) is 0.0847. The peptide sequence is EEVWRDPYL. The MHC is HLA-A31:01 with pseudo-sequence HLA-A31:01. (3) The peptide sequence is HPQKVTKFM. The MHC is HLA-B51:01 with pseudo-sequence HLA-B51:01. The binding affinity (normalized) is 0.302. (4) The peptide sequence is VTLNRIKIA. The MHC is HLA-A02:06 with pseudo-sequence HLA-A02:06. The binding affinity (normalized) is 0.405. (5) The peptide sequence is IFPANINDK. The MHC is HLA-A11:01 with pseudo-sequence HLA-A11:01. The binding affinity (normalized) is 0.354. (6) The peptide sequence is AFEFINSLLK. The MHC is HLA-B51:01 with pseudo-sequence HLA-B51:01. The binding affinity (normalized) is 0.